From a dataset of Reaction yield outcomes from USPTO patents with 853,638 reactions. Predict the reaction yield, written as a fraction of the theoretical maximum amount of product (1.0 means a 100% yield; for example, 0.34 means a 34% yield). (1) The reactants are [C:1]1([CH3:22])[C:2]([NH:7][CH:8]=[C:9]([C:15]2[CH:20]=[CH:19][CH:18]=[CH:17][C:16]=2Br)[C:10]([O:12][CH2:13][CH3:14])=[O:11])=[CH:3][CH:4]=[CH:5][CH:6]=1.P([O-])([O-])([O-])=O.[K+].[K+].[K+]. The catalyst is CN(C)C=O. The product is [C:1]1([CH3:22])[CH:6]=[CH:5][CH:4]=[CH:3][C:2]=1[N:7]1[C:20]2[C:15](=[CH:16][CH:17]=[CH:18][CH:19]=2)[C:9]([C:10]([O:12][CH2:13][CH3:14])=[O:11])=[CH:8]1. The yield is 0.770. (2) The reactants are Cl[C:2]1[C:3]([C:16]2[CH:21]=[CH:20][CH:19]=[CH:18][CH:17]=2)=[N:4][C:5]2[C:10]([N:11]=1)=[CH:9][C:8]([C:12]([O:14][CH3:15])=[O:13])=[CH:7][CH:6]=2.[C:22]1(B(O)O)[C:31]2[C:26](=[CH:27][CH:28]=[CH:29][CH:30]=2)[CH:25]=[CH:24][CH:23]=1. No catalyst specified. The product is [C:30]1([C:2]2[C:3]([C:16]3[CH:21]=[CH:20][CH:19]=[CH:18][CH:17]=3)=[N:4][C:5]3[C:10]([N:11]=2)=[CH:9][C:8]([C:12]([O:14][CH3:15])=[O:13])=[CH:7][CH:6]=3)[C:31]2[C:26](=[CH:25][CH:24]=[CH:23][CH:22]=2)[CH:27]=[CH:28][CH:29]=1. The yield is 0.690. (3) The reactants are [NH2:1][C:2]1[CH:26]=[CH:25][C:24]([N:27]2[CH2:32][CH2:31][CH2:30][CH2:29][CH2:28]2)=[CH:23][C:3]=1[C:4]([NH:6][C:7]1[N:12]=[CH:11][C:10]([C:13]2[CH:18]=[CH:17][CH:16]=[C:15]([C:19]([F:22])([F:21])[F:20])[CH:14]=2)=[CH:9][N:8]=1)=[O:5].[CH2:33]([N:35]([CH2:50][CH3:51])[CH2:36][CH2:37][N:38]([CH2:40][C:41]1[CH:42]=[C:43]([CH:47]=[CH:48][CH:49]=1)[C:44](O)=[O:45])[CH3:39])[CH3:34].CCN=C=NCCCN(C)C. The catalyst is ClCCl.CN(C)C1C=CN=CC=1. The product is [CH2:50]([N:35]([CH2:33][CH3:34])[CH2:36][CH2:37][N:38]([CH2:40][C:41]1[CH:42]=[C:43]([CH:47]=[CH:48][CH:49]=1)[C:44]([NH:1][C:2]1[CH:26]=[CH:25][C:24]([N:27]2[CH2:32][CH2:31][CH2:30][CH2:29][CH2:28]2)=[CH:23][C:3]=1[C:4]([NH:6][C:7]1[N:12]=[CH:11][C:10]([C:13]2[CH:18]=[CH:17][CH:16]=[C:15]([C:19]([F:21])([F:22])[F:20])[CH:14]=2)=[CH:9][N:8]=1)=[O:5])=[O:45])[CH3:39])[CH3:51]. The yield is 0.0900. (4) The reactants are [OH:1][CH2:2][CH2:3][CH2:4][O:5][C:6]1[CH:14]=[CH:13][C:9]([C:10]([NH2:12])=[S:11])=[CH:8][N:7]=1.Br[CH2:16][C:17](=O)[CH2:18][CH3:19].C(N(CC)CC)C. The catalyst is CCO. The product is [CH2:18]([C:17]1[N:12]=[C:10]([C:9]2[CH:13]=[CH:14][C:6]([O:5][CH2:4][CH2:3][CH2:2][OH:1])=[N:7][CH:8]=2)[S:11][CH:16]=1)[CH3:19]. The yield is 0.910. (5) The catalyst is CCCCO. The yield is 0.450. The reactants are [Br:1][C:2]1[C:3](F)=[C:4]2[C:10]([NH:11][C:12](=[O:17])[C@@H:13]([O:15][CH3:16])[CH3:14])=[CH:9][NH:8][C:5]2=[N:6][CH:7]=1.[NH:19]1[CH2:24][CH2:23][CH2:22][C@@H:21]([NH:25][C:26](=[O:32])[O:27][C:28]([CH3:31])([CH3:30])[CH3:29])[CH2:20]1. The product is [Br:1][C:2]1[C:3]([N:19]2[CH2:24][CH2:23][CH2:22][C@@H:21]([NH:25][C:26](=[O:32])[O:27][C:28]([CH3:30])([CH3:29])[CH3:31])[CH2:20]2)=[C:4]2[C:10]([NH:11][C:12](=[O:17])[C@@H:13]([O:15][CH3:16])[CH3:14])=[CH:9][NH:8][C:5]2=[N:6][CH:7]=1.